Dataset: NCI-60 drug combinations with 297,098 pairs across 59 cell lines. Task: Regression. Given two drug SMILES strings and cell line genomic features, predict the synergy score measuring deviation from expected non-interaction effect. (1) Drug 1: CC1=C(C=C(C=C1)NC2=NC=CC(=N2)N(C)C3=CC4=NN(C(=C4C=C3)C)C)S(=O)(=O)N.Cl. Drug 2: CC1CCC2CC(C(=CC=CC=CC(CC(C(=O)C(C(C(=CC(C(=O)CC(OC(=O)C3CCCCN3C(=O)C(=O)C1(O2)O)C(C)CC4CCC(C(C4)OC)O)C)C)O)OC)C)C)C)OC. Cell line: CCRF-CEM. Synergy scores: CSS=37.1, Synergy_ZIP=5.43, Synergy_Bliss=5.44, Synergy_Loewe=-20.5, Synergy_HSA=5.98. (2) Drug 1: C1=C(C(=O)NC(=O)N1)N(CCCl)CCCl. Drug 2: CC(C)NC(=O)C1=CC=C(C=C1)CNNC.Cl. Cell line: DU-145. Synergy scores: CSS=17.5, Synergy_ZIP=1.68, Synergy_Bliss=1.72, Synergy_Loewe=-14.9, Synergy_HSA=-0.185. (3) Drug 1: CC=C1C(=O)NC(C(=O)OC2CC(=O)NC(C(=O)NC(CSSCCC=C2)C(=O)N1)C(C)C)C(C)C. Drug 2: CC1=C(N=C(N=C1N)C(CC(=O)N)NCC(C(=O)N)N)C(=O)NC(C(C2=CN=CN2)OC3C(C(C(C(O3)CO)O)O)OC4C(C(C(C(O4)CO)O)OC(=O)N)O)C(=O)NC(C)C(C(C)C(=O)NC(C(C)O)C(=O)NCCC5=NC(=CS5)C6=NC(=CS6)C(=O)NCCC[S+](C)C)O. Cell line: MDA-MB-435. Synergy scores: CSS=19.1, Synergy_ZIP=0.908, Synergy_Bliss=0.350, Synergy_Loewe=1.48, Synergy_HSA=0.192.